Task: Predict the reactants needed to synthesize the given product.. Dataset: Full USPTO retrosynthesis dataset with 1.9M reactions from patents (1976-2016) The reactants are: C([N:8]([C:32]1[CH:37]=[CH:36][CH:35]=[CH:34][CH:33]=1)[C:9]1[CH:10]=[C:11]([N:18]2[CH2:23][CH2:22][N:21]([C:24]([C:26]3[CH:31]=[CH:30][CH:29]=[CH:28][CH:27]=3)=[O:25])[CH2:20][CH2:19]2)[CH:12]=[CH:13][C:14]=1[N:15]([CH3:17])[CH3:16])C1C=CC=CC=1. Given the product [CH3:16][N:15]([CH3:17])[C:14]1[CH:13]=[CH:12][C:11]([N:18]2[CH2:23][CH2:22][N:21]([C:24]([C:26]3[CH:31]=[CH:30][CH:29]=[CH:28][CH:27]=3)=[O:25])[CH2:20][CH2:19]2)=[CH:10][C:9]=1[NH:8][C:32]1[CH:37]=[CH:36][CH:35]=[CH:34][CH:33]=1, predict the reactants needed to synthesize it.